This data is from Full USPTO retrosynthesis dataset with 1.9M reactions from patents (1976-2016). The task is: Predict the reactants needed to synthesize the given product. (1) Given the product [Br:12][CH2:11][C:10]1[NH:9][C:8]([C:13]2[S:14][CH:15]=[CH:16][N:17]=2)=[N:7][C@@H:30]([C:29]2[CH:32]=[CH:33][C:34]([F:35])=[C:27]([F:26])[C:28]=2[CH3:36])[C:5]=1[C:3]([O:2][CH2:1][CH3:37])=[O:4], predict the reactants needed to synthesize it. The reactants are: [CH3:1][O:2][C:3]([C:5]1[C@H](C2C=CC(F)=CC=2Cl)[N:7]=[C:8]([C:13]2[S:14][CH:15]=[CH:16][N:17]=2)[NH:9][C:10]=1[CH2:11][Br:12])=[O:4].[F:26][C:27]1[C:28]([CH3:36])=[C:29]([CH:32]=[CH:33][C:34]=1[F:35])[CH:30]=O.[C:37](OCC)(=O)CC(C)=O.C(OC)(=O)CC(C)=O. (2) Given the product [F:8][C:7]1[C:2]([Si:17]([C:2]2[C:3]([F:12])=[C:4]([F:11])[C:5]([F:10])=[C:6]([F:9])[C:7]=2[F:8])([O:21][CH2:22][CH3:23])[O:24][CH2:25][CH3:26])=[C:3]([F:12])[C:4]([F:11])=[C:5]([F:10])[C:6]=1[F:9], predict the reactants needed to synthesize it. The reactants are: Br[C:2]1[C:7]([F:8])=[C:6]([F:9])[C:5]([F:10])=[C:4]([F:11])[C:3]=1[F:12].[Mg].C(O[Si:17]([O:24][CH2:25][CH3:26])([O:21][CH2:22][CH3:23])OCC)C. (3) Given the product [CH3:31][C:26]1([CH3:32])[C:27]([CH3:30])([CH3:29])[O:28][B:24]([C:2]2[C:15]3[C:16]4=[C:17]5[C:12](=[CH:13][CH:14]=3)[CH:11]=[CH:10][C:9]([C:18]3[CH:23]=[CH:22][CH:21]=[CH:20][CH:19]=3)=[C:8]5[CH:7]=[CH:6][C:5]4=[CH:4][CH:3]=2)[O:25]1, predict the reactants needed to synthesize it. The reactants are: Br[C:2]1[C:15]2[C:16]3=[C:17]4[C:12](=[CH:13][CH:14]=2)[CH:11]=[CH:10][C:9]([C:18]2[CH:23]=[CH:22][CH:21]=[CH:20][CH:19]=2)=[C:8]4[CH:7]=[CH:6][C:5]3=[CH:4][CH:3]=1.[B:24]1([B:24]2[O:28][C:27]([CH3:30])([CH3:29])[C:26]([CH3:32])([CH3:31])[O:25]2)[O:28][C:27]([CH3:30])([CH3:29])[C:26]([CH3:32])([CH3:31])[O:25]1.C([O-])(=O)C.[K+].